This data is from Reaction yield outcomes from USPTO patents with 853,638 reactions. The task is: Predict the reaction yield, written as a fraction of the theoretical maximum amount of product (1.0 means a 100% yield; for example, 0.34 means a 34% yield). (1) The reactants are Cl[C:2]1[C:11]2[C:6](=[CH:7][C:8]([Cl:12])=[CH:9][CH:10]=2)[N:5]=[CH:4][N:3]=1.[CH3:13][C:14]1[N:19]=[C:18]2[O:20][C:21]3[C:26](B4OC(C)(C)C(C)(C)O4)=[CH:25][C:24]([CH3:36])=[CH:23][C:22]=3[C:17]2=[CH:16][CH:15]=1.C([O-])([O-])=O.[K+].[K+]. The product is [Cl:12][C:8]1[CH:7]=[C:6]2[C:11]([C:2]([C:26]3[C:21]4[O:20][C:18]5[C:17]([C:22]=4[CH:23]=[C:24]([CH3:36])[CH:25]=3)=[CH:16][CH:15]=[C:14]([CH3:13])[N:19]=5)=[N:3][CH:4]=[N:5]2)=[CH:10][CH:9]=1. The yield is 0.920. The catalyst is COCCOC.O.C1C=CC([P]([Pd]([P](C2C=CC=CC=2)(C2C=CC=CC=2)C2C=CC=CC=2)([P](C2C=CC=CC=2)(C2C=CC=CC=2)C2C=CC=CC=2)[P](C2C=CC=CC=2)(C2C=CC=CC=2)C2C=CC=CC=2)(C2C=CC=CC=2)C2C=CC=CC=2)=CC=1. (2) The reactants are [C@@H:1]1([N:10]2[CH:18]=[N:17][C:16]3[C:11]2=[N:12][C:13](Cl)=[N:14][CH:15]=3)[O:7][C@H:6]([CH2:8][OH:9])[C@@H:4]([OH:5])[C@@H:2]1[OH:3].[N-:20]=[N+:21]=[N-:22].[Li+]. The catalyst is CN(C=O)C. The product is [C@@H:1]1([N:10]2[CH:18]=[N:17][C:16]3[C:11]2=[N:12][CH:13]=[N:14][C:15]=3[N:20]=[N+:21]=[N-:22])[O:7][C@H:6]([CH2:8][OH:9])[C@@H:4]([OH:5])[C@@H:2]1[OH:3]. The yield is 0.384. (3) The reactants are [Br:1][C:2]1[S:6][C:5]([C:7](=[NH:11])OCC)=[C:4]([C:12]2[CH:17]=[CH:16][C:15]([Cl:18])=[CH:14][C:13]=2[Cl:19])[C:3]=1[C:20]#[N:21].Cl.Cl.N[CH:25]([CH2:30][NH2:31])[C:26]([O:28][CH3:29])=[O:27]. The catalyst is C(O)C. The product is [Br:1][C:2]1[S:6][C:5]([C:7]2[NH:11][CH:25]([C:26]([O:28][CH3:29])=[O:27])[CH2:30][N:31]=2)=[C:4]([C:12]2[CH:17]=[CH:16][C:15]([Cl:18])=[CH:14][C:13]=2[Cl:19])[C:3]=1[C:20]#[N:21]. The yield is 0.360. (4) The reactants are [F:1][C:2]1[CH:3]=[C:4]([NH2:21])[CH:5]=[CH:6][C:7]=1[O:8][C:9]1[C:10]2[N:17]([CH:18]([CH3:20])[CH3:19])[CH:16]=[CH:15][C:11]=2[N:12]=[CH:13][N:14]=1.[C:22]1([CH2:28][C:29]([N:31]=[C:32]=[S:33])=[O:30])[CH:27]=[CH:26][CH:25]=[CH:24][CH:23]=1. The catalyst is C1COCC1. The product is [F:1][C:2]1[CH:3]=[C:4]([NH:21][C:32]([NH:31][C:29](=[O:30])[CH2:28][C:22]2[CH:23]=[CH:24][CH:25]=[CH:26][CH:27]=2)=[S:33])[CH:5]=[CH:6][C:7]=1[O:8][C:9]1[C:10]2[N:17]([CH:18]([CH3:19])[CH3:20])[CH:16]=[CH:15][C:11]=2[N:12]=[CH:13][N:14]=1. The yield is 0.260. (5) The reactants are [CH3:1][CH:2]1[CH2:6][C:5]2[C:7]([CH3:19])=[C:8]([N:13]3[CH2:18][CH2:17][NH:16][CH2:15][CH2:14]3)[C:9]([CH3:12])=[C:10]([CH3:11])[C:4]=2[O:3]1.Br[C:21]1[CH:26]=[CH:25][C:24]([O:27][CH3:28])=[C:23]([CH3:29])[CH:22]=1.C1C=CC(P(C2C(C3C(P(C4C=CC=CC=4)C4C=CC=CC=4)=CC=C4C=3C=CC=C4)=C3C(C=CC=C3)=CC=2)C2C=CC=CC=2)=CC=1.CC(C)([O-])C.[Na+]. The catalyst is C([O-])(=O)C.[Pd+2].C([O-])(=O)C.O.C1(C)C=CC=CC=1. The product is [CH3:28][O:27][C:24]1[CH:25]=[CH:26][C:21]([N:16]2[CH2:15][CH2:14][N:13]([C:8]3[C:9]([CH3:12])=[C:10]([CH3:11])[C:4]4[O:3][CH:2]([CH3:1])[CH2:6][C:5]=4[C:7]=3[CH3:19])[CH2:18][CH2:17]2)=[CH:22][C:23]=1[CH3:29]. The yield is 0.190.